This data is from Full USPTO retrosynthesis dataset with 1.9M reactions from patents (1976-2016). The task is: Predict the reactants needed to synthesize the given product. (1) Given the product [ClH:32].[CH2:1]([O:3][C@H:4]1[CH2:9][CH2:8][N:7]([CH2:10][C:11]2[C:19]([O:20][CH3:21])=[CH:18][C:17]([CH3:22])=[C:16]3[C:12]=2[CH:13]=[CH:14][NH:15]3)[C@H:6]([C:23]2[CH:24]=[CH:25][C:26]([C:27]([OH:29])=[O:28])=[CH:30][CH:31]=2)[CH2:5]1)[CH3:2], predict the reactants needed to synthesize it. The reactants are: [CH2:1]([O:3][C@H:4]1[CH2:9][CH2:8][N:7]([CH2:10][C:11]2[C:19]([O:20][CH3:21])=[CH:18][C:17]([CH3:22])=[C:16]3[C:12]=2[CH:13]=[CH:14][NH:15]3)[C@H:6]([C:23]2[CH:31]=[CH:30][C:26]([C:27]([OH:29])=[O:28])=[CH:25][CH:24]=2)[CH2:5]1)[CH3:2].[ClH:32]. (2) The reactants are: F[C:2]1[CH:9]=[CH:8][C:5]([CH:6]=[O:7])=[CH:4][CH:3]=1.[CH3:10][N:11]([CH3:20])[CH2:12][CH2:13][N:14]1[CH2:19][CH2:18][NH:17][CH2:16][CH2:15]1.C([O-])([O-])=O.[K+].[K+]. Given the product [CH3:10][N:11]([CH3:20])[CH2:12][CH2:13][N:14]1[CH2:19][CH2:18][N:17]([C:2]2[CH:9]=[CH:8][C:5]([CH:6]=[O:7])=[CH:4][CH:3]=2)[CH2:16][CH2:15]1, predict the reactants needed to synthesize it. (3) Given the product [N:1]1[CH:6]=[CH:5][CH:4]=[CH:3][C:2]=1[C:7]1[N:8]=[C:9]([NH:12][C:13]2[C:18]([O:19][CH2:20][C:21]([OH:23])=[O:22])=[CH:17][CH:16]=[CH:15][N:14]=2)[S:10][CH:11]=1, predict the reactants needed to synthesize it. The reactants are: [N:1]1[CH:6]=[CH:5][CH:4]=[CH:3][C:2]=1[C:7]1[N:8]=[C:9]([NH:12][C:13]2[C:18]([O:19][CH2:20][C:21]([O:23]CCCC)=[O:22])=[CH:17][CH:16]=[CH:15][N:14]=2)[S:10][CH:11]=1.FC(F)(F)C(O)=O.ClCCl. (4) Given the product [CH3:1][NH:2][C:3]([C:5]1[CH:10]=[C:9]([O:11][C:12]2[CH:30]=[CH:29][C:15]3[N:16]([CH3:28])[C:17]([NH:19][C:20]4[CH:25]=[CH:24][CH:23]=[C:22]([C:26]5[N:40]=[N:39][N:38]([CH2:31][C:32]6[CH:37]=[CH:36][CH:35]=[CH:34][CH:33]=6)[CH:27]=5)[CH:21]=4)=[N:18][C:14]=3[CH:13]=2)[CH:8]=[CH:7][N:6]=1)=[O:4], predict the reactants needed to synthesize it. The reactants are: [CH3:1][NH:2][C:3]([C:5]1[CH:10]=[C:9]([O:11][C:12]2[CH:30]=[CH:29][C:15]3[N:16]([CH3:28])[C:17]([NH:19][C:20]4[CH:25]=[CH:24][CH:23]=[C:22]([CH2:26][CH3:27])[CH:21]=4)=[N:18][C:14]=3[CH:13]=2)[CH:8]=[CH:7][N:6]=1)=[O:4].[CH2:31]([N:38]=[N+:39]=[N-:40])[C:32]1[CH:37]=[CH:36][CH:35]=[CH:34][CH:33]=1.O=C1O[C@H]([C@H](CO)O)C([O-])=C1O.[Na+].